From a dataset of Forward reaction prediction with 1.9M reactions from USPTO patents (1976-2016). Predict the product of the given reaction. (1) Given the reactants C(O[C:6]([N:8](C)[C@@H:9]([CH3:94])[C:10]([NH:12][C@@H:13]([C:90]([CH3:93])([CH3:92])[CH3:91])[C:14]([N:16]1[C@H:20]([C:21](=[O:33])[NH:22][C@H:23]2[C:32]3[C:27](=[CH:28][CH:29]=[CH:30][CH:31]=3)[CH2:26][CH2:25][CH2:24]2)[CH2:19][C@H:18]([NH:34][C:35]([C:37]2[CH:89]=[CH:88][C:40]([C:41]([O:43][C:44]3[CH:53]=[C:52]4[C:47]([CH2:48][C@@H:49]([C:75](=[O:87])[NH:76][C@H:77]5[C:86]6[C:81](=[CH:82][CH:83]=[CH:84][CH:85]=6)[CH2:80][CH2:79][CH2:78]5)[N:50]([C:54](=[O:74])[C@@H:55]([NH:60][C:61](=[O:73])[C@@H:62]([N:64](C(OC(C)(C)C)=O)[CH3:65])[CH3:63])[C:56]([CH3:59])([CH3:58])[CH3:57])[CH2:51]4)=[CH:46][CH:45]=3)=[O:42])=[CH:39][CH:38]=2)=[O:36])[CH2:17]1)=[O:15])=[O:11])=O)(C)(C)C.C(O)(C(F)(F)F)=O, predict the reaction product. The product is: [CH3:93][C:90]([CH3:91])([CH3:92])[C@H:13]([NH:12][C:10](=[O:11])[C@@H:9]([NH:8][CH3:6])[CH3:94])[C:14]([N:16]1[C@H:20]([C:21](=[O:33])[NH:22][C@H:23]2[C:32]3[C:27](=[CH:28][CH:29]=[CH:30][CH:31]=3)[CH2:26][CH2:25][CH2:24]2)[CH2:19][C@H:18]([NH:34][C:35]([C:37]2[CH:89]=[CH:88][C:40]([C:41]([O:43][C:44]3[CH:53]=[C:52]4[C:47]([CH2:48][C@@H:49]([C:75](=[O:87])[NH:76][C@H:77]5[C:86]6[C:81](=[CH:82][CH:83]=[CH:84][CH:85]=6)[CH2:80][CH2:79][CH2:78]5)[N:50]([C:54](=[O:74])[C@@H:55]([NH:60][C:61](=[O:73])[C@@H:62]([NH:64][CH3:65])[CH3:63])[C:56]([CH3:57])([CH3:58])[CH3:59])[CH2:51]4)=[CH:46][CH:45]=3)=[O:42])=[CH:39][CH:38]=2)=[O:36])[CH2:17]1)=[O:15]. (2) Given the reactants [CH:1]12[CH:9]=[CH:8][CH:7]3[CH:3]4[CH:4]([CH2:5][CH:6]13)[CH:2]24.S([O-])([O-])=O.[Na+].[Na+].OP([O-])([O-])=O.[Na+].[Na+].C(Cl)(Cl)Cl.ClS([N:31]=[C:32]=[O:33])(=O)=O, predict the reaction product. The product is: [CH:6]12[CH2:5][CH:4]3[CH:3]4[CH:2]3[CH:1]1[CH:9]1[CH:8]([CH:7]24)[C:32](=[O:33])[NH:31]1. (3) Given the reactants FC(F)(F)C(O)=O.[Cl:8][C:9]1[CH:10]=[C:11]([N:15]2[CH:19]=[N:18][C:17]([C:20]([N:22]3[CH2:27][CH2:26][NH:25][CH2:24][C:23]3([CH3:29])[CH3:28])=[O:21])=[N:16]2)[CH:12]=[CH:13][CH:14]=1.CCN(C(C)C)C(C)C.[Cl:39][C:40]1[CH:41]=[C:42]([CH:46]=[CH:47][CH:48]=1)[C:43](Cl)=[O:44], predict the reaction product. The product is: [Cl:39][C:40]1[CH:41]=[C:42]([CH:46]=[CH:47][CH:48]=1)[C:43]([N:25]1[CH2:26][CH2:27][N:22]([C:20]([C:17]2[N:18]=[CH:19][N:15]([C:11]3[CH:12]=[CH:13][CH:14]=[C:9]([Cl:8])[CH:10]=3)[N:16]=2)=[O:21])[C:23]([CH3:29])([CH3:28])[CH2:24]1)=[O:44]. (4) Given the reactants [NH2:1][C:2](=[O:93])[CH2:3][NH:4][C:5](=[O:92])[C@@H:6]([NH:13][C:14](=[O:91])[C@@H:15]([N:17]([CH3:90])[C:18]([C@H:20]([CH2:86][C:87](O)=[O:88])[NH:21][C:22](=[O:85])[C@H:23]([CH2:78][C:79]1[CH:84]=[CH:83][CH:82]=[CH:81][CH:80]=1)[NH:24][C:25](=[O:77])[C@H:26]([CH:74]([CH3:76])[CH3:75])[NH:27][C:28](=[O:73])[C@H:29]([CH3:72])[NH:30][C:31](=[O:71])[C@H:32]([CH2:67][CH:68]([CH3:70])[CH3:69])[N:33]([CH3:66])[C:34](=[O:65])[CH2:35][NH:36][C:37](=[O:64])[C@H:38]([CH2:57][C:58]1[CH:63]=[CH:62][CH:61]=[CH:60][CH:59]=1)[N:39]([CH3:56])[C:40](=[O:55])[C@H:41]([CH3:54])[NH:42][C:43](=[O:53])[CH2:44][NH:45][C:46](=[O:52])[O:47][C:48]([CH3:51])([CH3:50])[CH3:49])=[O:19])[CH3:16])[CH2:7][O:8][C:9]([CH3:12])([CH3:11])[CH3:10].[C:94]1([CH2:100][SH:101])[CH:99]=[CH:98][CH:97]=[CH:96][CH:95]=1.CC(C)N=C=NC(C)C, predict the reaction product. The product is: [NH2:1][C:2](=[O:93])[CH2:3][NH:4][C:5](=[O:92])[C@@H:6]([NH:13][C:14](=[O:91])[C@@H:15]([N:17]([CH3:90])[C:18]([C@H:20]([CH2:86][C:87](=[O:88])[S:101][CH2:100][C:94]1[CH:99]=[CH:98][CH:97]=[CH:96][CH:95]=1)[NH:21][C:22](=[O:85])[C@H:23]([CH2:78][C:79]1[CH:80]=[CH:81][CH:82]=[CH:83][CH:84]=1)[NH:24][C:25](=[O:77])[C@H:26]([CH:74]([CH3:75])[CH3:76])[NH:27][C:28](=[O:73])[C@H:29]([CH3:72])[NH:30][C:31](=[O:71])[C@H:32]([CH2:67][CH:68]([CH3:69])[CH3:70])[N:33]([CH3:66])[C:34](=[O:65])[CH2:35][NH:36][C:37](=[O:64])[C@H:38]([CH2:57][C:58]1[CH:63]=[CH:62][CH:61]=[CH:60][CH:59]=1)[N:39]([CH3:56])[C:40](=[O:55])[C@H:41]([CH3:54])[NH:42][C:43](=[O:53])[CH2:44][NH:45][C:46](=[O:52])[O:47][C:48]([CH3:50])([CH3:51])[CH3:49])=[O:19])[CH3:16])[CH2:7][O:8][C:9]([CH3:12])([CH3:11])[CH3:10]. (5) Given the reactants [Cl:1][C:2]1[CH:3]=[C:4]([NH2:19])[CH:5]=[C:6]([NH:8][C:9]2[C:13]3[CH:14]=[CH:15][C:16]([F:18])=[CH:17][C:12]=3[O:11][N:10]=2)[CH:7]=1.I.CS[C:23]([C:25]1[S:26][CH:27]=[CH:28][CH:29]=1)=[NH:24], predict the reaction product. The product is: [Cl:1][C:2]1[CH:3]=[C:4]([NH:19][C:23]([C:25]2[S:26][CH:27]=[CH:28][CH:29]=2)=[NH:24])[CH:5]=[C:6]([NH:8][C:9]2[C:13]3[CH:14]=[CH:15][C:16]([F:18])=[CH:17][C:12]=3[O:11][N:10]=2)[CH:7]=1. (6) Given the reactants [CH3:1][O:2][C:3]([C:5]1[CH:14]=[C:13]2[C:8]([C@H:9]([NH2:15])[CH2:10][CH2:11][S:12]2)=[CH:7][CH:6]=1)=[O:4].[CH2:16]([O:23][C:24](Cl)=[O:25])[C:17]1[CH:22]=[CH:21][CH:20]=[CH:19][CH:18]=1, predict the reaction product. The product is: [CH3:1][O:2][C:3]([C:5]1[CH:14]=[C:13]2[C:8]([C@H:9]([NH:15][C:24]([O:23][CH2:16][C:17]3[CH:22]=[CH:21][CH:20]=[CH:19][CH:18]=3)=[O:25])[CH2:10][CH2:11][S:12]2)=[CH:7][CH:6]=1)=[O:4]. (7) Given the reactants [CH2:1]([N:8]([CH2:16][C:17]1[CH:22]=[CH:21][CH:20]=[CH:19][CH:18]=1)[C@@H:9]1[CH2:14][NH:13][C:12](=[O:15])[CH2:11][CH2:10]1)[C:2]1[CH:7]=[CH:6][CH:5]=[CH:4][CH:3]=1.[CH3:23]C(C)([O-])C.[K+].CI.[Na+].[Cl-], predict the reaction product. The product is: [CH2:16]([N:8]([CH2:1][C:2]1[CH:3]=[CH:4][CH:5]=[CH:6][CH:7]=1)[C@@H:9]1[CH2:14][N:13]([CH3:23])[C:12](=[O:15])[CH2:11][CH2:10]1)[C:17]1[CH:22]=[CH:21][CH:20]=[CH:19][CH:18]=1. (8) The product is: [O:17]=[C:8]1[C:3]2[C:4](=[CH:5][CH:6]=[CH:7][CH:2]=2)[N:16]([CH2:19][C:20]2[CH:21]=[CH:22][C:23]([N:26]3[CH:30]=[CH:29][CH:28]=[N:27]3)=[CH:24][CH:25]=2)[N:15]=[C:9]1[C:10]([O:12][CH2:13][CH3:14])=[O:11]. Given the reactants F[C:2]1[CH:7]=[CH:6][CH:5]=[CH:4][C:3]=1[C:8](=[O:17])[C:9](=[N:15][NH2:16])[C:10]([O:12][CH2:13][CH3:14])=[O:11].Br[CH2:19][C:20]1[CH:25]=[CH:24][C:23]([N:26]2[CH:30]=[CH:29][CH:28]=[N:27]2)=[CH:22][CH:21]=1.[H-].[Na+].[Cl-].[NH4+], predict the reaction product.